This data is from Reaction yield outcomes from USPTO patents with 853,638 reactions. The task is: Predict the reaction yield, written as a fraction of the theoretical maximum amount of product (1.0 means a 100% yield; for example, 0.34 means a 34% yield). The reactants are [NH2:1][C:2]1[C:3]([OH:12])=[C:4]([CH:9]=[CH:10][CH:11]=1)[C:5]([O:7][CH3:8])=[O:6].N1C=CC=CC=1.Cl[C:20]([C:22]1[CH:27]=[CH:26][C:25]([CH:28]2[CH2:32][CH2:31][CH2:30][N:29]2[C:33]([O:35][CH2:36][C:37]2[CH:42]=[CH:41][CH:40]=[CH:39][CH:38]=2)=[O:34])=[CH:24][C:23]=1[F:43])=[O:21]. The catalyst is ClCCl. The product is [F:43][C:23]1[CH:24]=[C:25]([CH:28]2[CH2:32][CH2:31][CH2:30][N:29]2[C:33]([O:35][CH2:36][C:37]2[CH:38]=[CH:39][CH:40]=[CH:41][CH:42]=2)=[O:34])[CH:26]=[CH:27][C:22]=1[C:20](=[O:21])[NH:1][C:2]1[CH:11]=[CH:10][CH:9]=[C:4]([C:5]([O:7][CH3:8])=[O:6])[C:3]=1[OH:12]. The yield is 0.680.